This data is from Reaction yield outcomes from USPTO patents with 853,638 reactions. The task is: Predict the reaction yield, written as a fraction of the theoretical maximum amount of product (1.0 means a 100% yield; for example, 0.34 means a 34% yield). (1) The reactants are [F:1][C:2]1[CH:3]=[CH:4][C:5]([O:11][CH2:12][C:13]([F:16])([F:15])[F:14])=[C:6]([N+:8]([O-])=O)[CH:7]=1. The catalyst is C(OCC)(=O)C.[Ni]. The product is [F:1][C:2]1[CH:3]=[CH:4][C:5]([O:11][CH2:12][C:13]([F:14])([F:15])[F:16])=[C:6]([CH:7]=1)[NH2:8]. The yield is 0.906. (2) The reactants are [Cl:1][C:2]1[CH:7]=[C:6]([Cl:8])[CH:5]=[CH:4][C:3]=1[C:9]1[N:10]=[C:11](/[CH:16]=[CH:17]/[C:18]2[CH:23]=[CH:22][C:21]([C:24]3[CH:29]=[CH:28][C:27]([OH:30])=[CH:26][CH:25]=3)=[CH:20][CH:19]=2)[N:12]([CH2:14][CH3:15])[CH:13]=1.F[C:32]1[CH:41]=[CH:40][C:35]([C:36]([O:38][CH3:39])=[O:37])=[C:34]([N+:42]([O-:44])=[O:43])[CH:33]=1. No catalyst specified. The product is [CH3:39][O:38][C:36](=[O:37])[C:35]1[CH:40]=[CH:41][C:32]([O:30][C:27]2[CH:26]=[CH:25][C:24]([C:21]3[CH:22]=[CH:23][C:18](/[CH:17]=[CH:16]/[C:11]4[N:12]([CH2:14][CH3:15])[CH:13]=[C:9]([C:3]5[CH:4]=[CH:5][C:6]([Cl:8])=[CH:7][C:2]=5[Cl:1])[N:10]=4)=[CH:19][CH:20]=3)=[CH:29][CH:28]=2)=[CH:33][C:34]=1[N+:42]([O-:44])=[O:43]. The yield is 0.780. (3) The reactants are [F:1][C:2]1[CH:10]=[CH:9][C:5]([C:6]([OH:8])=[O:7])=[C:4]([C:11]([F:14])([F:13])[F:12])[CH:3]=1.C(OCC)(=O)C.S(Cl)(Cl)=O.F[C:26]1[CH:34]=CC(C(Cl)=O)=C(C(F)(F)F)[CH:27]=1. The catalyst is CC(O)C.N1C=CC=CC=1.C(#N)C.CN(C)C=O. The product is [F:1][C:2]1[CH:10]=[CH:9][C:5]([C:6]([O:8][CH:26]([CH3:34])[CH3:27])=[O:7])=[C:4]([C:11]([F:12])([F:13])[F:14])[CH:3]=1. The yield is 0.915. (4) The reactants are [CH2:1]([O:8][C:9]1[N:14]=[CH:13][C:12]([CH2:15]O)=[CH:11][CH:10]=1)[C:2]1[CH:7]=[CH:6][CH:5]=[CH:4][CH:3]=1.S(Cl)([Cl:19])=O.C(=O)(O)[O-].[Na+]. The catalyst is ClCCl. The product is [CH2:1]([O:8][C:9]1[CH:10]=[CH:11][C:12]([CH2:15][Cl:19])=[CH:13][N:14]=1)[C:2]1[CH:7]=[CH:6][CH:5]=[CH:4][CH:3]=1. The yield is 0.870.